From a dataset of Peptide-MHC class II binding affinity with 134,281 pairs from IEDB. Regression. Given a peptide amino acid sequence and an MHC pseudo amino acid sequence, predict their binding affinity value. This is MHC class II binding data. The peptide sequence is LVDEERKLHQQGRCR. The MHC is HLA-DQA10201-DQB10303 with pseudo-sequence HLA-DQA10201-DQB10303. The binding affinity (normalized) is 0.